From a dataset of Reaction yield outcomes from USPTO patents with 853,638 reactions. Predict the reaction yield, written as a fraction of the theoretical maximum amount of product (1.0 means a 100% yield; for example, 0.34 means a 34% yield). (1) The catalyst is C(Cl)Cl. The reactants are [F:1][C:2]1[CH:7]=[CH:6][C:5]([CH:8]2[C:13]3=[N:14][NH:15][C:16](=[O:21])[C:17]4[CH:18]=[CH:19][CH:20]=[C:11]([C:12]=43)[NH:10][CH:9]2[C:22]2[CH:29]=[CH:28][C:25]([CH:26]=O)=[CH:24][CH:23]=2)=[CH:4][CH:3]=1.[CH3:30][CH:31]1[CH2:36][NH:35][CH2:34][CH2:33][N:32]1[C:37]([O:39][C:40]([CH3:43])([CH3:42])[CH3:41])=[O:38].[BH3-]C#N.[Na+]. The product is [C:40]([O:39][C:37]([N:32]1[CH2:33][CH2:34][N:35]([CH2:26][C:25]2[CH:24]=[CH:23][C:22]([CH:9]3[NH:10][C:11]4[C:12]5[C:13](=[N:14][NH:15][C:16](=[O:21])[C:17]=5[CH:18]=[CH:19][CH:20]=4)[CH:8]3[C:5]3[CH:4]=[CH:3][C:2]([F:1])=[CH:7][CH:6]=3)=[CH:29][CH:28]=2)[CH2:36][CH:31]1[CH3:30])=[O:38])([CH3:42])([CH3:41])[CH3:43]. The yield is 0.240. (2) The reactants are CC(C)([O-])C.[K+].[C:7]([CH2:9]P(=O)(OCC)OCC)#[N:8].O=[C:19]1[CH2:22][CH:21]([C:23]#[N:24])[CH2:20]1. The catalyst is C1COCC1. The product is [C:7]([CH:9]=[C:19]1[CH2:22][CH:21]([C:23]#[N:24])[CH2:20]1)#[N:8]. The yield is 0.713. (3) The reactants are CS(O[CH:6]([C:16]1[CH:21]=[CH:20][CH:19]=[C:18]([NH:22][C:23]([O:25][CH2:26][C:27]2[CH:32]=[CH:31][CH:30]=[CH:29][CH:28]=2)=[O:24])[CH:17]=1)[CH2:7][O:8][Si:9]([C:12]([CH3:15])([CH3:14])[CH3:13])([CH3:11])[CH3:10])(=O)=O.[CH3:33][O:34][CH2:35][CH2:36][NH2:37].O. The catalyst is C1COCC1. The product is [CH2:26]([O:25][C:23](=[O:24])[NH:22][C:18]1[CH:19]=[CH:20][CH:21]=[C:16]([CH:6]([NH:37][CH2:36][CH2:35][O:34][CH3:33])[CH2:7][O:8][Si:9]([C:12]([CH3:15])([CH3:14])[CH3:13])([CH3:11])[CH3:10])[CH:17]=1)[C:27]1[CH:32]=[CH:31][CH:30]=[CH:29][CH:28]=1. The yield is 0.300. (4) The reactants are [C:1]([O:9][C@@H:10]1[C@H:14]([CH2:15][O:16][C:17](=[O:24])[C:18]2[CH:23]=[CH:22][CH:21]=[CH:20][CH:19]=2)[O:13][C@H:12]([N:25]2[CH:32]=[CH:31][C:29](=[O:30])[NH:28][C:26]2=[O:27])[C@H:11]1[OH:33])(=[O:8])[C:2]1[CH:7]=[CH:6][CH:5]=[CH:4][CH:3]=1.C1(N=C=NC2CCCCC2)CCCCC1.ClC(Cl)C(O)=O.C(O)(=O)C(O)=O.[BH4-].[Na+]. The catalyst is C(OCC)(=O)C.CO.N1C=CC=CC=1.C1C=CC=CC=1.CS(C)=O. The product is [C:1]([O:9][C@H:10]1[C@H:14]([CH2:15][O:16][C:17](=[O:24])[C:18]2[CH:23]=[CH:22][CH:21]=[CH:20][CH:19]=2)[O:13][C@H:12]([N:25]2[CH:32]=[CH:31][C:29](=[O:30])[NH:28][C:26]2=[O:27])[C@@H:11]1[OH:33])(=[O:8])[C:2]1[CH:7]=[CH:6][CH:5]=[CH:4][CH:3]=1. The yield is 0.660. (5) The reactants are [CH3:1][O:2][C:3]([CH:5]1[CH2:13][C:12]2[C:7](=[CH:8][CH:9]=[CH:10][C:11]=2[S:14](Cl)(=[O:16])=[O:15])[CH2:6]1)=[O:4].C(=O)([O-])[O-].[K+].[K+].[CH2:24]([C:26]1[CH:27]=[N:28][C:29]([N:32]([CH2:36][C:37]2[CH:42]=[CH:41][C:40]([O:43][C:44]([F:47])([F:46])[F:45])=[CH:39][CH:38]=2)[CH2:33][CH2:34][NH2:35])=[N:30][CH:31]=1)[CH3:25]. The catalyst is C(#N)C. The product is [CH3:1][O:2][C:3]([CH:5]1[CH2:13][C:12]2[C:7](=[CH:8][CH:9]=[CH:10][C:11]=2[S:14](=[O:16])(=[O:15])[NH:35][CH2:34][CH2:33][N:32]([C:29]2[N:28]=[CH:27][C:26]([CH2:24][CH3:25])=[CH:31][N:30]=2)[CH2:36][C:37]2[CH:42]=[CH:41][C:40]([O:43][C:44]([F:45])([F:47])[F:46])=[CH:39][CH:38]=2)[CH2:6]1)=[O:4]. The yield is 0.600. (6) The reactants are [Cl:1][C:2]1[CH:3]=[C:4]([CH:8]([OH:30])[CH2:9][NH:10][C:11]2[CH:16]=[CH:15][NH:14][C:13](=[O:17])[C:12]=2[C:18]2[NH:19][C:20]3[CH:26]=[C:25]([C:27]#[N:28])[CH:24]=[C:23]([CH3:29])[C:21]=3[N:22]=2)[CH:5]=[CH:6][CH:7]=1.Cl.N[CH2:33][CH2:34][SH:35].C(N(CC)CC)C. The catalyst is CO. The product is [Cl:1][C:2]1[CH:3]=[C:4]([CH:8]([OH:30])[CH2:9][NH:10][C:11]2[CH:16]=[CH:15][NH:14][C:13](=[O:17])[C:12]=2[C:18]2[NH:19][C:20]3[CH:26]=[C:25]([C:27]4[S:35][CH2:34][CH2:33][N:28]=4)[CH:24]=[C:23]([CH3:29])[C:21]=3[N:22]=2)[CH:5]=[CH:6][CH:7]=1. The yield is 0.660. (7) The yield is 0.630. The catalyst is CO.O.O.O.O.O.O.[Co](Cl)Cl. The product is [N:1]1[C:9]2[CH:8]=[CH:7][N:6]=[CH:5][C:4]=2[NH:3][C:2]=1[C:10]1[CH:11]=[CH:12][C:13]([CH2:14][NH2:15])=[CH:16][CH:17]=1. The reactants are [N:1]1[C:9]2[CH:8]=[CH:7][N:6]=[CH:5][C:4]=2[NH:3][C:2]=1[C:10]1[CH:17]=[CH:16][C:13]([C:14]#[N:15])=[CH:12][CH:11]=1.[BH4-].[Na+]. (8) The reactants are [Cl:1][S:2]([C:5]1[C:15]([CH3:16])=[CH:14][C:8]([O:9][CH2:10][C:11](Cl)=[O:12])=[CH:7][C:6]=1[CH3:17])(=[O:4])=[O:3].[CH2:18]([OH:25])[C:19]1[CH:24]=[CH:23][CH:22]=[CH:21][CH:20]=1.CCN(CC)CC.Cl. The catalyst is C1COCC1.CN(C1C=CN=CC=1)C. The product is [Cl:1][S:2]([C:5]1[C:15]([CH3:16])=[CH:14][C:8]([O:9][CH2:10][C:11]([O:25][CH2:18][C:19]2[CH:24]=[CH:23][CH:22]=[CH:21][CH:20]=2)=[O:12])=[CH:7][C:6]=1[CH3:17])(=[O:4])=[O:3]. The yield is 0.160.